From a dataset of Full USPTO retrosynthesis dataset with 1.9M reactions from patents (1976-2016). Predict the reactants needed to synthesize the given product. (1) Given the product [C:23]([NH:15][C:14]1[C:13]2[C:8](=[CH:9][CH:10]=[C:11]([O:26][C:42]3[CH:43]=[CH:44][C:39]([C:38]([F:49])([F:48])[F:37])=[CH:40][CH:41]=3)[CH:12]=2)[N:7]([C:27]2[CH:28]=[CH:29][C:30]([O:33][CH:34]([CH3:36])[CH3:35])=[CH:31][CH:32]=2)[C:6]=1[C:4]([OH:3])=[O:5])(=[O:25])[CH3:24], predict the reactants needed to synthesize it. The reactants are: C([O:3][C:4]([C:6]1[N:7]([C:27]2[CH:32]=[CH:31][C:30]([O:33][CH:34]([CH3:36])[CH3:35])=[CH:29][CH:28]=2)[C:8]2[C:13]([C:14]=1[N:15]([C:23](=[O:25])[CH3:24])C(OC(C)(C)C)=O)=[CH:12][C:11]([OH:26])=[CH:10][CH:9]=2)=[O:5])C.[F:37][C:38]([F:49])([F:48])[C:39]1[CH:44]=[CH:43][C:42](B(O)O)=[CH:41][CH:40]=1. (2) Given the product [CH:1]1([C:7]2[C:15]3[C:10](=[CH:11][C:12]([C:16]([OH:18])=[O:17])=[CH:13][CH:14]=3)[N:9]([CH3:23])[C:8]=2[C:24]2[CH:29]=[CH:28][CH:27]=[CH:26][C:25]=2[O:30][CH2:31][C:32]([O:34][CH3:35])=[O:33])[CH2:6][CH2:5][CH2:4][CH2:3][CH2:2]1, predict the reactants needed to synthesize it. The reactants are: [CH:1]1([C:7]2[C:15]3[C:10](=[CH:11][C:12]([C:16]([O:18]C(C)(C)C)=[O:17])=[CH:13][CH:14]=3)[N:9]([CH3:23])[C:8]=2[C:24]2[CH:29]=[CH:28][CH:27]=[CH:26][C:25]=2[O:30][CH2:31][C:32]([O:34][CH3:35])=[O:33])[CH2:6][CH2:5][CH2:4][CH2:3][CH2:2]1.ClCCl.